Dataset: Full USPTO retrosynthesis dataset with 1.9M reactions from patents (1976-2016). Task: Predict the reactants needed to synthesize the given product. (1) Given the product [F:17][CH2:16][CH2:15][O:1][C:2]1[CH:3]=[C:4]2[C:9](=[CH:10][CH:11]=1)[CH:8]=[C:7]([C:12]#[N:13])[CH:6]=[CH:5]2, predict the reactants needed to synthesize it. The reactants are: [OH:1][C:2]1[CH:3]=[C:4]2[C:9](=[CH:10][CH:11]=1)[CH:8]=[C:7]([C:12]#[N:13])[CH:6]=[CH:5]2.Br[CH2:15][CH2:16][F:17].C([O-])([O-])=O.[K+].[K+]. (2) Given the product [Cl:29][C:26]1[CH:25]=[CH:24][CH:23]=[CH:28][C:27]=1[CH2:30][O:16][C:11]1[CH:12]=[CH:13][CH:14]=[CH:15][C:10]=1[C:9]1[N:5]([CH2:4][CH2:3][C:2]([CH3:18])([CH3:17])[CH3:1])[CH:6]=[N:7][CH:8]=1, predict the reactants needed to synthesize it. The reactants are: [CH3:1][C:2]([CH3:18])([CH3:17])[CH2:3][CH2:4][N:5]1[C:9]([C:10]2[CH:15]=[CH:14][CH:13]=[CH:12][C:11]=2[OH:16])=[CH:8][N:7]=[CH:6]1.[H-].[Na+].BrC[C:23]1[CH:28]=[CH:27][C:26]([Cl:29])=[CH:25][CH:24]=1.[CH3:30]N(C=O)C. (3) Given the product [NH2:23][C:20]1[N:21]=[CH:22][C:17]([C:3]2[CH:4]=[CH:5][C:6]([C:25]3[C:26]([S:31]([NH:34][C@@H:35]([CH2:36][OH:37])[CH2:38][CH3:39])(=[O:33])=[O:32])=[CH:27][CH:28]=[CH:29][CH:30]=3)=[CH:7][C:2]=2[F:1])=[N:18][CH:19]=1, predict the reactants needed to synthesize it. The reactants are: [F:1][C:2]1[CH:7]=[C:6](B2OC(C)(C)C(C)(C)O2)[CH:5]=[CH:4][C:3]=1[C:17]1[N:18]=[CH:19][C:20]([NH2:23])=[N:21][CH:22]=1.Br[C:25]1[CH:30]=[CH:29][CH:28]=[CH:27][C:26]=1[S:31]([NH:34][C@H:35]([CH2:38][CH3:39])[CH2:36][OH:37])(=[O:33])=[O:32]. (4) Given the product [CH2:1]([O:3][C:4]([C:6]1[N:7]([C:20]2[CH:25]=[CH:24][C:23]([O:26][CH:27]([CH3:28])[CH3:29])=[CH:22][CH:21]=2)[C:8]2[C:13]([C:14]=1[C:16](=[O:18])[CH3:17])=[CH:12][C:11]([B:30]1[O:34][C:33]([CH3:36])([CH3:35])[C:32]([CH3:38])([CH3:37])[O:31]1)=[CH:10][CH:9]=2)=[O:5])[CH3:2], predict the reactants needed to synthesize it. The reactants are: [CH2:1]([O:3][C:4]([CH:6]1[C:14]([C:16](=[O:18])[CH3:17])(C)[C:13]2[C:8](=[CH:9][CH:10]=[C:11](Br)[CH:12]=2)[N:7]1[C:20]1[CH:25]=[CH:24][C:23]([O:26][CH:27]([CH3:29])[CH3:28])=[CH:22][CH:21]=1)=[O:5])[CH3:2].[B:30]1([B:30]2[O:34][C:33]([CH3:36])([CH3:35])[C:32]([CH3:38])([CH3:37])[O:31]2)[O:34][C:33]([CH3:36])([CH3:35])[C:32]([CH3:38])([CH3:37])[O:31]1. (5) Given the product [Cl:23][C:20]1[CH:21]=[CH:22][C:17]([CH2:16][NH:15][C:13]([C:6]2[CH:7]=[N:8][C:9]3[C:4]([C:5]=2[OH:24])=[CH:3][C:2]([C:27]#[C:26][CH2:25][OH:28])=[C:11]([CH3:12])[N:10]=3)=[O:14])=[CH:18][CH:19]=1, predict the reactants needed to synthesize it. The reactants are: Br[C:2]1[CH:3]=[C:4]2[C:9](=[N:10][C:11]=1[CH3:12])[N:8]=[CH:7][C:6]([C:13]([NH:15][CH2:16][C:17]1[CH:22]=[CH:21][C:20]([Cl:23])=[CH:19][CH:18]=1)=[O:14])=[C:5]2[OH:24].[CH2:25]([OH:28])[C:26]#[CH:27].C(N(CC)CC)C. (6) Given the product [Cl:12][CH2:13][C:14]1[N:15]([CH2:27][C:28]2([OH:34])[CH2:29][CH2:30][CH2:31][CH2:32][CH2:33]2)[C:16]2[C:25]3[CH:24]=[CH:23][CH:22]=[CH:21][C:20]=3[N+:19]([O-:6])=[CH:18][C:17]=2[N:26]=1, predict the reactants needed to synthesize it. The reactants are: ClC1C=C(C=CC=1)C(OO)=[O:6].[Cl:12][CH2:13][C:14]1[N:15]([CH2:27][C:28]2([OH:34])[CH2:33][CH2:32][CH2:31][CH2:30][CH2:29]2)[C:16]2[C:25]3[CH:24]=[CH:23][CH:22]=[CH:21][C:20]=3[N:19]=[CH:18][C:17]=2[N:26]=1.C(=O)(O)[O-].[Na+]. (7) Given the product [Cl:1][C:2]1[CH:7]=[CH:6][C:5]([CH:8]=[C:9]([CH3:11])[CH3:10])=[CH:4][C:3]=1[C:13]([F:14])([F:15])[F:16], predict the reactants needed to synthesize it. The reactants are: [Cl:1][C:2]1[CH:7]=[CH:6][C:5]([CH:8](O)[CH:9]([CH3:11])[CH3:10])=[CH:4][C:3]=1[C:13]([F:16])([F:15])[F:14].O.C1(C)C=CC(S(O)(=O)=O)=CC=1.O. (8) Given the product [Cl:12][CH2:13][CH2:14][CH2:15][CH2:16][N:1]1[C:5]2[CH:6]=[CH:7][CH:8]=[CH:9][C:4]=2[N:3]=[CH:2]1, predict the reactants needed to synthesize it. The reactants are: [NH:1]1[C:5]2[CH:6]=[CH:7][CH:8]=[CH:9][C:4]=2[N:3]=[CH:2]1.[OH-].[Na+].[Cl:12][CH2:13][CH2:14][CH2:15][CH2:16]Br. (9) Given the product [Cl:1][C:2]1[C:7]([C:8]([O:10][CH3:11])=[O:9])=[CH:6][CH:5]=[C:4]([C:17]2[CH:16]=[CH:15][C:14]([Cl:13])=[CH:19][C:18]=2[Cl:20])[N:3]=1, predict the reactants needed to synthesize it. The reactants are: [Cl:1][C:2]1[C:7]([C:8]([O:10][CH3:11])=[O:9])=[CH:6][CH:5]=[C:4](Cl)[N:3]=1.[Cl:13][C:14]1[CH:19]=[C:18]([Cl:20])[CH:17]=[CH:16][C:15]=1B(O)O.C(=O)([O-])[O-].[K+].[K+].O. (10) Given the product [OH:8][C:9]1[CH:18]=[C:17]2[C:12]([C:13]([O:19][C:20]3[C:21]([C:30](=[O:32])[CH3:31])=[N:22][C:23]4[C:28]([CH:29]=3)=[CH:27][CH:26]=[CH:25][CH:24]=4)=[CH:14][CH:15]=[N:16]2)=[CH:11][C:10]=1[O:33][CH3:34], predict the reactants needed to synthesize it. The reactants are: C([O:8][C:9]1[CH:18]=[C:17]2[C:12]([C:13]([O:19][C:20]3[C:21]([C:30](=[O:32])[CH3:31])=[N:22][C:23]4[C:28]([CH:29]=3)=[CH:27][CH:26]=[CH:25][CH:24]=4)=[CH:14][CH:15]=[N:16]2)=[CH:11][C:10]=1[O:33][CH3:34])C1C=CC=CC=1.CS(O)(=O)=O.